Regression. Given two drug SMILES strings and cell line genomic features, predict the synergy score measuring deviation from expected non-interaction effect. From a dataset of NCI-60 drug combinations with 297,098 pairs across 59 cell lines. (1) Cell line: SF-268. Drug 1: CC1=C2C(C(=O)C3(C(CC4C(C3C(C(C2(C)C)(CC1OC(=O)C(C(C5=CC=CC=C5)NC(=O)OC(C)(C)C)O)O)OC(=O)C6=CC=CC=C6)(CO4)OC(=O)C)O)C)O. Drug 2: C(CN)CNCCSP(=O)(O)O. Synergy scores: CSS=19.4, Synergy_ZIP=-5.40, Synergy_Bliss=-4.84, Synergy_Loewe=-88.4, Synergy_HSA=-5.48. (2) Drug 1: CC1=C2C(C(=O)C3(C(CC4C(C3C(C(C2(C)C)(CC1OC(=O)C(C(C5=CC=CC=C5)NC(=O)OC(C)(C)C)O)O)OC(=O)C6=CC=CC=C6)(CO4)OC(=O)C)O)C)O. Drug 2: CS(=O)(=O)CCNCC1=CC=C(O1)C2=CC3=C(C=C2)N=CN=C3NC4=CC(=C(C=C4)OCC5=CC(=CC=C5)F)Cl. Cell line: HCC-2998. Synergy scores: CSS=26.2, Synergy_ZIP=26.1, Synergy_Bliss=29.2, Synergy_Loewe=10.7, Synergy_HSA=25.8.